Dataset: NCI-60 drug combinations with 297,098 pairs across 59 cell lines. Task: Regression. Given two drug SMILES strings and cell line genomic features, predict the synergy score measuring deviation from expected non-interaction effect. (1) Drug 1: CC1=C(C=C(C=C1)NC2=NC=CC(=N2)N(C)C3=CC4=NN(C(=C4C=C3)C)C)S(=O)(=O)N.Cl. Drug 2: C1=CC(=CC=C1C#N)C(C2=CC=C(C=C2)C#N)N3C=NC=N3. Cell line: SF-268. Synergy scores: CSS=5.22, Synergy_ZIP=5.50, Synergy_Bliss=9.31, Synergy_Loewe=6.86, Synergy_HSA=5.56. (2) Drug 1: CC(CN1CC(=O)NC(=O)C1)N2CC(=O)NC(=O)C2. Drug 2: C(=O)(N)NO. Cell line: MALME-3M. Synergy scores: CSS=8.16, Synergy_ZIP=-3.57, Synergy_Bliss=-0.411, Synergy_Loewe=-2.85, Synergy_HSA=-0.933.